Dataset: HIV replication inhibition screening data with 41,000+ compounds from the AIDS Antiviral Screen. Task: Binary Classification. Given a drug SMILES string, predict its activity (active/inactive) in a high-throughput screening assay against a specified biological target. The drug is CC12CCC3C(CCC4c5nonc5CCC43C)C1CC(=NO)C2=O. The result is 0 (inactive).